This data is from Full USPTO retrosynthesis dataset with 1.9M reactions from patents (1976-2016). The task is: Predict the reactants needed to synthesize the given product. (1) Given the product [Cl:1][C:2]1[CH:3]=[C:4]([F:28])[CH:5]=[C:6]([C:8]2[CH:13]=[CH:12][C:11]([F:14])=[C:10]([C@:15]3([CH3:27])[C:21]([F:23])([F:22])[C:20]([CH3:25])([CH3:24])[O:19][CH2:18][C:17](=[S:38])[NH:16]3)[CH:9]=2)[CH:7]=1, predict the reactants needed to synthesize it. The reactants are: [Cl:1][C:2]1[CH:3]=[C:4]([F:28])[CH:5]=[C:6]([C:8]2[CH:13]=[CH:12][C:11]([F:14])=[C:10]([C@:15]3([CH3:27])[C:21]([F:23])([F:22])[C:20]([CH3:25])([CH3:24])[O:19][CH2:18][C:17](=O)[NH:16]3)[CH:9]=2)[CH:7]=1.COC1C=CC(P2(SP(C3C=CC(OC)=CC=3)(=S)S2)=[S:38])=CC=1. (2) Given the product [CH3:1][N:2]([C:18]1[CH:23]=[CH:22][N:21]=[C:20]([S:24]([CH3:25])=[O:31])[N:19]=1)[C:3]1[CH:11]=[C:10]([C:12]2[CH:13]=[CH:14][CH:15]=[CH:16][CH:17]=2)[C:6]2[N:7]=[CH:8][NH:9][C:5]=2[CH:4]=1, predict the reactants needed to synthesize it. The reactants are: [CH3:1][N:2]([C:18]1[CH:23]=[CH:22][N:21]=[C:20]([S:24][CH3:25])[N:19]=1)[C:3]1[CH:11]=[C:10]([C:12]2[CH:17]=[CH:16][CH:15]=[CH:14][CH:13]=2)[C:6]2[N:7]=[CH:8][NH:9][C:5]=2[CH:4]=1.ClC1C=C(C=CC=1)C(OO)=[O:31]. (3) The reactants are: [CH3:1][NH:2][C:3]1[N:8]=[C:7]([CH2:9][CH2:10][OH:11])[CH:6]=[CH:5][CH:4]=1.[CH2:12]([O:14][C:15](=[O:31])[CH2:16][CH:17]([N:21]1[C:29]2[C:24](=[CH:25][C:26](O)=[CH:27][CH:28]=2)[CH:23]=[CH:22]1)[CH2:18][CH2:19][CH3:20])[CH3:13]. Given the product [CH2:12]([O:14][C:15](=[O:31])[CH2:16][CH:17]([N:21]1[C:29]2[C:24](=[CH:25][C:26]([O:11][CH2:10][CH2:9][C:7]3[CH:6]=[CH:5][CH:4]=[C:3]([NH:2][CH3:1])[N:8]=3)=[CH:27][CH:28]=2)[CH:23]=[CH:22]1)[CH2:18][CH2:19][CH3:20])[CH3:13], predict the reactants needed to synthesize it. (4) Given the product [F:35][C:36]1[CH:41]=[CH:40][C:39]([CH3:45])=[C:38]([C:2]2[CH:11]=[CH:10][C:5]([C:6]([O:8][CH3:9])=[O:7])=[CH:4][C:3]=2[CH2:12][O:13][CH3:14])[CH:37]=1, predict the reactants needed to synthesize it. The reactants are: Br[C:2]1[CH:11]=[CH:10][C:5]([C:6]([O:8][CH3:9])=[O:7])=[CH:4][C:3]=1[CH2:12][O:13][CH3:14].FC1C(C)=C(C2C=CC(C(O)=O)=CC=2COC)C=CC=1.[F:35][C:36]1[CH:37]=[CH:38][C:39]([CH3:45])=[C:40](B(O)O)[CH:41]=1.[F-].[Cs+]. (5) The reactants are: [Br:1][C:2]1[CH:3]=[C:4]2[C:8](=[CH:9][CH:10]=1)[N:7]([CH2:11][O:12][C:13]1[CH:18]=[CH:17][C:16]([CH:19]([C:25]#[C:26][CH3:27])[CH2:20][C:21]([O:23]C)=[O:22])=[CH:15][CH:14]=1)[C:6](=[O:28])[C:5]2([CH3:30])[CH3:29].Cl.O. Given the product [Br:1][C:2]1[CH:3]=[C:4]2[C:8](=[CH:9][CH:10]=1)[N:7]([CH2:11][O:12][C:13]1[CH:18]=[CH:17][C:16]([CH:19]([C:25]#[C:26][CH3:27])[CH2:20][C:21]([OH:23])=[O:22])=[CH:15][CH:14]=1)[C:6](=[O:28])[C:5]2([CH3:30])[CH3:29], predict the reactants needed to synthesize it. (6) Given the product [F:1][C:2]1[C:7]([F:8])=[CH:6][CH:5]=[CH:4][C:3]=1[C:9]1[CH:14]=[C:13]([O:15][CH2:16][C:17]#[C:18][Cl:27])[N:12]=[CH:11][N:10]=1, predict the reactants needed to synthesize it. The reactants are: [F:1][C:2]1[C:7]([F:8])=[CH:6][CH:5]=[CH:4][C:3]=1[C:9]1[CH:14]=[C:13]([O:15][CH2:16][C:17]#[CH:18])[N:12]=[CH:11][N:10]=1.C(=O)([O-])[O-].[K+].[K+].O.C(Cl)(Cl)(Cl)[Cl:27]. (7) Given the product [CH3:9][N:8]([CH3:10])[C:3]1([CH:2]([C:11]2[CH:12]=[CH:13][CH:14]=[CH:15][CH:16]=2)[NH:1][C:50](=[O:51])[C:49]2[C:48]([O:47][CH3:46])=[CH:56][CH:55]=[CH:54][C:53]=2[CH3:57])[CH2:7][CH2:6][CH2:5][CH2:4]1, predict the reactants needed to synthesize it. The reactants are: [NH2:1][CH:2]([C:11]1[CH:16]=[CH:15][CH:14]=[CH:13][CH:12]=1)[C:3]1([N:8]([CH3:10])[CH3:9])[CH2:7][CH2:6][CH2:5][CH2:4]1.ClC1C(C(F)(F)F)=CC=CC=1C(NC(C1(N(C)C)CCCC1)C1C=CC=CC=1)=O.[CH3:46][O:47][C:48]1[CH:56]=[CH:55][CH:54]=[C:53]([CH3:57])[C:49]=1[C:50](O)=[O:51].O.ON1C2C=CC=CC=2N=N1.C1CCC(N=C=NC2CCCCC2)CC1.